From a dataset of NCI-60 drug combinations with 297,098 pairs across 59 cell lines. Regression. Given two drug SMILES strings and cell line genomic features, predict the synergy score measuring deviation from expected non-interaction effect. Drug 1: CC=C1C(=O)NC(C(=O)OC2CC(=O)NC(C(=O)NC(CSSCCC=C2)C(=O)N1)C(C)C)C(C)C. Drug 2: CCC1(C2=C(COC1=O)C(=O)N3CC4=CC5=C(C=CC(=C5CN(C)C)O)N=C4C3=C2)O.Cl. Cell line: SK-MEL-2. Synergy scores: CSS=75.4, Synergy_ZIP=13.6, Synergy_Bliss=13.9, Synergy_Loewe=5.52, Synergy_HSA=13.8.